Dataset: Full USPTO retrosynthesis dataset with 1.9M reactions from patents (1976-2016). Task: Predict the reactants needed to synthesize the given product. (1) Given the product [Br:1][C:2]1[C:11]2[C:6](=[CH:7][CH:8]=[CH:9][CH:10]=2)[CH:5]=[C:4]([NH:12][C:33]([C:30]2([C:28]3[CH:27]=[CH:26][C:24]4[O:25][C:21]([F:36])([F:20])[O:22][C:23]=4[CH:29]=3)[CH2:32][CH2:31]2)=[O:34])[N:3]=1, predict the reactants needed to synthesize it. The reactants are: [Br:1][C:2]1[C:11]2[C:6](=[CH:7][CH:8]=[CH:9][CH:10]=2)[CH:5]=[C:4]([NH2:12])[N:3]=1.CCN(CC)CC.[F:20][C:21]1([F:36])[O:25][C:24]2[CH:26]=[CH:27][C:28]([C:30]3([C:33](Cl)=[O:34])[CH2:32][CH2:31]3)=[CH:29][C:23]=2[O:22]1. (2) Given the product [CH2:20]([C:2]1[C:3](=[O:19])[CH2:4][C:5]2([CH2:17][CH3:18])[CH2:14][CH2:13][C:12]3[C:7](=[CH:8][CH:9]=[C:10]([O:15][CH3:16])[CH:11]=3)[C:6]=12)[CH3:21], predict the reactants needed to synthesize it. The reactants are: Br[C:2]1[C:3](=[O:19])[CH2:4][C:5]2([CH2:17][CH3:18])[CH2:14][CH2:13][C:12]3[C:7](=[CH:8][CH:9]=[C:10]([O:15][CH3:16])[CH:11]=3)[C:6]=12.[C:20]1([As](C2C=CC=CC=2)C2C=CC=CC=2)C=CC=C[CH:21]=1.O.C([O-])([O-])=O.[Cs+].[Cs+].C(B(CC)CC)C. (3) Given the product [CH2:1]([O:8][C:9]([N:11]1[CH2:16][C@H:15]([O:17][CH2:18][C:19]2[CH:20]=[CH:21][C:22]3[O:27][CH2:26][CH2:25][N:24]([CH2:28][CH2:29][CH2:30][O:31][CH3:32])[C:23]=3[CH:33]=2)[C@@H:14]([C:34]2[CH:39]=[CH:38][C:37]([CH2:40][O:41][CH2:42][C@@H:43]([CH3:47])[CH2:44][O:45][CH3:46])=[CH:36][CH:35]=2)[C@H:13]([CH2:48][O:49][C:50](=[O:52])[CH3:51])[CH2:12]1)=[O:10])[C:2]1[CH:7]=[CH:6][CH:5]=[CH:4][CH:3]=1, predict the reactants needed to synthesize it. The reactants are: [CH2:1]([O:8][C:9]([N:11]1[CH2:16][C@H:15]([O:17][CH2:18][C:19]2[CH:20]=[CH:21][C:22]3[O:27][CH2:26][CH2:25][N:24]([CH2:28][CH2:29][CH2:30][O:31][CH3:32])[C:23]=3[CH:33]=2)[C@@H:14]([C:34]2[CH:39]=[CH:38][C:37]([CH2:40][O:41][CH2:42][C@@H:43]([CH3:47])[CH2:44][O:45][CH3:46])=[CH:36][CH:35]=2)[C@H:13]([CH2:48][OH:49])[CH2:12]1)=[O:10])[C:2]1[CH:7]=[CH:6][CH:5]=[CH:4][CH:3]=1.[C:50](Cl)(=[O:52])[CH3:51]. (4) The reactants are: C(OP([CH:9]([CH2:17][C:18]1[N:19]=[CH:20][S:21][CH:22]=1)[C:10]([O:12][C:13]([CH3:16])([CH3:15])[CH3:14])=[O:11])(OCC)=O)C.[H-].[Na+].[CH2:25]=O. Given the product [S:21]1[CH:22]=[C:18]([CH2:17][C:9](=[CH2:25])[C:10]([O:12][C:13]([CH3:14])([CH3:15])[CH3:16])=[O:11])[N:19]=[CH:20]1, predict the reactants needed to synthesize it.